Predict the product of the given reaction. From a dataset of Forward reaction prediction with 1.9M reactions from USPTO patents (1976-2016). (1) The product is: [Br:17][C:18]1[CH:19]=[C:20]([CH:25]=[CH:26][C:27]=1[CH2:28][NH:1][C@@H:2]([C:5]1[CH:10]=[CH:9][CH:8]=[CH:7][CH:6]=1)[CH2:3][OH:4])[C:21]([O:23][CH3:24])=[O:22]. Given the reactants [NH2:1][C@@H:2]([C:5]1[CH:10]=[CH:9][CH:8]=[CH:7][CH:6]=1)[CH2:3][OH:4].C([O-])([O-])=O.[K+].[K+].[Br:17][C:18]1[CH:19]=[C:20]([CH:25]=[CH:26][C:27]=1[CH2:28]Br)[C:21]([O:23][CH3:24])=[O:22], predict the reaction product. (2) Given the reactants [CH3:1][N:2]1[CH:6]=[CH:5][N:4]=[CH:3]1.[Cl:7][C:8]([Cl:13])([Cl:12])[C:9](Cl)=[O:10].C(N(CC)CC)C, predict the reaction product. The product is: [Cl:7][C:8]([Cl:13])([Cl:12])[C:9]([C:3]1[N:2]([CH3:1])[CH:6]=[CH:5][N:4]=1)=[O:10]. (3) The product is: [CH3:32][C:45]1([CH3:46])[CH2:15][CH:14]([C:12]([NH:11][C:9](=[O:10])[NH:8][C:6]2[CH:5]=[CH:4][C:3]([O:19][C:20]3[CH:25]=[CH:24][N:23]=[C:22]([C:26]4[CH:27]=[N:28][N:29]([CH3:31])[CH:30]=4)[CH:21]=3)=[C:2]([CH3:1])[N:7]=2)=[O:13])[CH2:18]1. Given the reactants [CH3:1][C:2]1[N:7]=[C:6]([NH:8][C:9]([NH:11][C:12]([CH:14]2[CH2:18]CO[CH2:15]2)=[O:13])=[O:10])[CH:5]=[CH:4][C:3]=1[O:19][C:20]1[CH:25]=[CH:24][N:23]=[C:22]([C:26]2[CH:27]=[N:28][N:29]([CH3:31])[CH:30]=2)[CH:21]=1.[C:32](Cl)(=O)C(Cl)=O.N1C=CC=CC=1.Cl[CH2:45][CH2:46]Cl, predict the reaction product. (4) The product is: [CH2:6]([N:5]([CH2:8][CH3:9])[CH2:4][CH2:3][O:16][C:10]1[CH:15]=[CH:14][CH:13]=[CH:12][CH:11]=1)[CH3:7]. Given the reactants Cl.Cl[CH2:3][CH2:4][N:5]([CH2:8][CH3:9])[CH2:6][CH3:7].[C:10]1([OH:16])[CH:15]=[CH:14][CH:13]=[CH:12][CH:11]=1.[OH-].[Na+], predict the reaction product. (5) Given the reactants [C:1]1([S:7]([N:10]2[CH2:14][CH:13]([C:15]3[CH:20]=[CH:19][CH:18]=[C:17](Br)[CH:16]=3)[N:12]([CH:22]([CH3:24])[CH3:23])[C:11]2=[O:25])(=[O:9])=[O:8])[CH:6]=[CH:5][CH:4]=[CH:3][CH:2]=1.[Cl:26][C:27]1[CH:32]=[CH:31][C:30]([C:33]#[N:34])=[CH:29][C:28]=1B(O)O.C(=O)([O-])[O-].[Na+].[Na+], predict the reaction product. The product is: [C:1]1([S:7]([N:10]2[CH2:14][CH:13]([C:15]3[CH:16]=[C:17]([C:28]4[C:27]([Cl:26])=[CH:32][CH:31]=[C:30]([C:33]#[N:34])[CH:29]=4)[CH:18]=[CH:19][CH:20]=3)[N:12]([CH:22]([CH3:24])[CH3:23])[C:11]2=[O:25])(=[O:9])=[O:8])[CH:6]=[CH:5][CH:4]=[CH:3][CH:2]=1.